Dataset: Full USPTO retrosynthesis dataset with 1.9M reactions from patents (1976-2016). Task: Predict the reactants needed to synthesize the given product. Given the product [CH3:17][C:16]1[N:15]([C:18]2[CH:23]=[CH:22][CH:21]=[C:20]([C:24]([F:27])([F:26])[F:25])[CH:19]=2)[C:14](=[O:28])[C:13]([C:29]([NH:31][CH2:32][C:33]2[CH:34]=[CH:35][C:36]([S:39]([CH3:42])(=[O:40])=[O:41])=[CH:37][CH:38]=2)=[O:30])=[CH:12][C:11]=1[S:9]([C:6]1[CH:7]=[CH:8][C:3]([C:1]#[C:2][C:52]2[CH:57]=[CH:56][CH:55]=[CH:54][CH:53]=2)=[CH:4][CH:5]=1)=[O:10], predict the reactants needed to synthesize it. The reactants are: [C:1]([C:3]1[CH:8]=[CH:7][C:6]([S:9]([C:11]2[CH:12]=[C:13]([C:29]([NH:31][CH2:32][C:33]3[CH:38]=[CH:37][C:36]([S:39]([CH3:42])(=[O:41])=[O:40])=[CH:35][CH:34]=3)=[O:30])[C:14](=[O:28])[N:15]([C:18]3[CH:23]=[CH:22][CH:21]=[C:20]([C:24]([F:27])([F:26])[F:25])[CH:19]=3)[C:16]=2[CH3:17])=[O:10])=[CH:5][CH:4]=1)#[CH:2].C1N2CCN(CC2)C1.I[C:52]1[CH:57]=[CH:56][CH:55]=[CH:54][CH:53]=1.